Dataset: Catalyst prediction with 721,799 reactions and 888 catalyst types from USPTO. Task: Predict which catalyst facilitates the given reaction. (1) Reactant: [C:1]([NH:4][CH2:5][C:6]([OH:8])=O)(=[O:3])[CH3:2].CN1CCOCC1.ON1C2C=CC=CC=2N=N1.Cl.CN(C)CCCN=C=NCC.[CH2:38]([O:40][C:41](=[O:65])[NH:42][C:43]1[CH:48]=[CH:47][CH:46]=[C:45]([CH2:49][N:50]2[C:55](=[O:56])[CH:54]=[CH:53][C:52]([C:57]3[CH:62]=[CH:61][C:60]([CH2:63][NH2:64])=[CH:59][CH:58]=3)=[N:51]2)[CH:44]=1)[CH3:39]. Product: [CH2:38]([O:40][C:41](=[O:65])[NH:42][C:43]1[CH:48]=[CH:47][CH:46]=[C:45]([CH2:49][N:50]2[C:55](=[O:56])[CH:54]=[CH:53][C:52]([C:57]3[CH:58]=[CH:59][C:60]([CH2:63][NH:64][C:6](=[O:8])[CH2:5][NH:4][C:1](=[O:3])[CH3:2])=[CH:61][CH:62]=3)=[N:51]2)[CH:44]=1)[CH3:39]. The catalyst class is: 3. (2) Reactant: [NH:1]1[C:9]2[C:4](=[CH:5][CH:6]=[CH:7][CH:8]=2)[CH:3]=[CH:2]1.C(O[CH2:14][C:15]1[CH:20]=[CH:19][CH:18]=[CH:17][CH:16]=1)(=O)C(O[CH2:14][C:15]1[CH:20]=[CH:19][CH:18]=[CH:17][CH:16]=1)=O.CC(C)([O-])C.[K+]. Product: [CH2:14]([N:1]1[C:9]2[C:4](=[CH:5][CH:6]=[CH:7][CH:8]=2)[CH:3]=[CH:2]1)[C:15]1[CH:20]=[CH:19][CH:18]=[CH:17][CH:16]=1. The catalyst class is: 18. (3) Reactant: [CH2:1]([S:3]([N:6]1[CH2:11][CH2:10][CH:9]([C:12]2[C:20]3[C:15](=[C:16]([C:28]#[N:29])[CH:17]=[C:18]([C:21]4[CH:26]=[CH:25][CH:24]=[CH:23][C:22]=4[F:27])[CH:19]=3)[NH:14][N:13]=2)[CH2:8][CH2:7]1)(=[O:5])=[O:4])[CH3:2].[OH-:30].[K+]. Product: [CH2:1]([S:3]([N:6]1[CH2:11][CH2:10][CH:9]([C:12]2[C:20]3[C:15](=[C:16]([C:28]([NH2:29])=[O:30])[CH:17]=[C:18]([C:21]4[CH:26]=[CH:25][CH:24]=[CH:23][C:22]=4[F:27])[CH:19]=3)[NH:14][N:13]=2)[CH2:8][CH2:7]1)(=[O:5])=[O:4])[CH3:2]. The catalyst class is: 218. (4) Reactant: [I:1][C:2]1[CH:7]=[CH:6][C:5]([C:8]2([CH:11]=O)[CH2:10][CH2:9]2)=[CH:4][CH:3]=1.[C:13]([O:17][C:18]([N:20]1[C@@H:24]([CH2:25]S(C2SC3C=CC=CC=3N=2)(=O)=O)[CH2:23][O:22][C:21]1([CH3:39])[CH3:38])=[O:19])([CH3:16])([CH3:15])[CH3:14].[Li+].C[Si]([N-][Si](C)(C)C)(C)C. Product: [C:13]([O:17][C:18]([N:20]1[C@@H:24](/[CH:25]=[CH:11]\[C:8]2([C:5]3[CH:4]=[CH:3][C:2]([I:1])=[CH:7][CH:6]=3)[CH2:9][CH2:10]2)[CH2:23][O:22][C:21]1([CH3:38])[CH3:39])=[O:19])([CH3:16])([CH3:14])[CH3:15]. The catalyst class is: 7. (5) Reactant: [CH3:1][O:2][C:3]([C:5]1[C:6]([F:15])=[C:7]2[C:11](=[CH:12][CH:13]=1)[NH:10][N:9]=[C:8]2[Br:14])=[O:4].[H-].[Na+].[C:18]1([C:24](Cl)([C:31]2[CH:36]=[CH:35][CH:34]=[CH:33][CH:32]=2)[C:25]2[CH:30]=[CH:29][CH:28]=[CH:27][CH:26]=2)[CH:23]=[CH:22][CH:21]=[CH:20][CH:19]=1.C(=O)([O-])O.[Na+]. Product: [CH3:1][O:2][C:3]([C:5]1[C:6]([F:15])=[C:7]2[C:11](=[CH:12][CH:13]=1)[N:10]([C:24]([C:18]1[CH:23]=[CH:22][CH:21]=[CH:20][CH:19]=1)([C:31]1[CH:32]=[CH:33][CH:34]=[CH:35][CH:36]=1)[C:25]1[CH:26]=[CH:27][CH:28]=[CH:29][CH:30]=1)[N:9]=[C:8]2[Br:14])=[O:4]. The catalyst class is: 7. (6) Reactant: [CH:1]1[CH:6]=[CH:5][C:4]([C:7]2[CH:20]=[CH:19][N:18]=[C:17]3[C:8]=2[CH:9]=[CH:10][C:11]2[C:16]3=[N:15][CH:14]=[CH:13][C:12]=2[C:21]2[CH:26]=[CH:25][CH:24]=[CH:23][CH:22]=2)=[CH:3][CH:2]=1. Product: [C:21]1([C:12]2[C:11]3[C:16](=[C:17]4[C:8](=[CH:9][CH:10]=3)[C:7]([C:4]3[CH:3]=[CH:2][CH:1]=[CH:6][CH:5]=3)=[CH:20][C:19]([C:16]3[CH:17]=[CH:8][CH:9]=[CH:10][C:11]=3[CH3:12])=[N:18]4)[N:15]=[C:14]([C:5]3[CH:6]=[CH:1][CH:2]=[CH:3][C:4]=3[CH3:7])[CH:13]=2)[CH:26]=[CH:25][CH:24]=[CH:23][CH:22]=1. The catalyst class is: 100.